Dataset: Reaction yield outcomes from USPTO patents with 853,638 reactions. Task: Predict the reaction yield, written as a fraction of the theoretical maximum amount of product (1.0 means a 100% yield; for example, 0.34 means a 34% yield). (1) The reactants are [C:1](C1SC=CN=1)([O:3][C:4](C)(C)[CH3:5])=[O:2].C(O[C:16]([C:18]1[N:19]=[C:20]([NH:23][C:24]([C:26]2[N:27]=[C:28]([NH:31][C:32]([O:34][C:35]([CH3:38])([CH3:37])[CH3:36])=[O:33])[S:29][CH:30]=2)=[O:25])[S:21][CH:22]=1)=[O:17])C.C(O)(C(F)(F)F)=O.[S:46]1[CH:50]=[CH:49][N:48]=[CH:47]1.C[N:52](C=O)C. No catalyst specified. The product is [CH2:4]([O:3][C:1]([C:49]1[N:48]=[C:47]([NH:52][C:16]([C:18]2[N:19]=[C:20]([NH:23][C:24]([C:26]3[N:27]=[C:28]([NH:31][C:32]([O:34][C:35]([CH3:36])([CH3:37])[CH3:38])=[O:33])[S:29][CH:30]=3)=[O:25])[S:21][CH:22]=2)=[O:17])[S:46][CH:50]=1)=[O:2])[CH3:5]. The yield is 0.520. (2) The reactants are Br[C:2]1[CH:3]=[C:4]([C:7]2[N:12]([CH2:13][C:14]3[CH:19]=[CH:18][C:17]([F:20])=[CH:16][C:15]=3[F:21])[C:11](=[O:22])[C:10]([C:23]#[N:24])=[C:9]([C:25]([F:28])([F:27])[F:26])[CH:8]=2)[O:5][CH:6]=1.[CH2:29]([O:31][C:32]1[C:37]([C:38]([F:41])([F:40])[F:39])=[CH:36][C:35](B2OC(C)(C)C(C)(C)O2)=[CH:34][N:33]=1)[CH3:30].C(OC1C(C(F)(F)F)=CC(B(O)O)=CN=1)C.C(=O)([O-])[O-].[K+].[K+]. The catalyst is C1C=CC([P]([Pd]([P](C2C=CC=CC=2)(C2C=CC=CC=2)C2C=CC=CC=2)([P](C2C=CC=CC=2)(C2C=CC=CC=2)C2C=CC=CC=2)[P](C2C=CC=CC=2)(C2C=CC=CC=2)C2C=CC=CC=2)(C2C=CC=CC=2)C2C=CC=CC=2)=CC=1.COCCOC.O. The product is [F:21][C:15]1[CH:16]=[C:17]([F:20])[CH:18]=[CH:19][C:14]=1[CH2:13][N:12]1[C:7]([C:4]2[O:5][CH:6]=[C:2]([C:35]3[CH:34]=[N:33][C:32]([O:31][CH2:29][CH3:30])=[C:37]([C:38]([F:41])([F:40])[F:39])[CH:36]=3)[CH:3]=2)=[CH:8][C:9]([C:25]([F:28])([F:27])[F:26])=[C:10]([C:23]#[N:24])[C:11]1=[O:22]. The yield is 0.370. (3) The reactants are [CH3:1][O:2][C:3]1[C:8]([NH:9][CH:10]=O)=[CH:7][CH:6]=[C:5]([S:12]([CH3:15])(=[O:14])=[O:13])[N:4]=1.CS(C1[N:21]=[CH:22][C:23]2[CH:29]=[CH:28][N:27]=[C:26]([NH:30][CH2:31][C:32]([CH3:35])([CH3:34])[CH3:33])[C:24]=2[N:25]=1)(=O)=O. No catalyst specified. The product is [CH3:1][O:2][C:3]1[C:8]([NH:9][C:10]2[N:21]=[CH:22][C:23]3[CH:29]=[CH:28][N:27]=[C:26]([NH:30][CH2:31][C:32]([CH3:35])([CH3:34])[CH3:33])[C:24]=3[N:25]=2)=[CH:7][CH:6]=[C:5]([S:12]([CH3:15])(=[O:14])=[O:13])[N:4]=1. The yield is 0.0600.